This data is from Reaction yield outcomes from USPTO patents with 853,638 reactions. The task is: Predict the reaction yield, written as a fraction of the theoretical maximum amount of product (1.0 means a 100% yield; for example, 0.34 means a 34% yield). (1) The reactants are [CH2:1]([C@:4]1([C:43]2[CH:48]=[C:47]([CH2:49][C:50]3[CH:55]=[CH:54][C:53]([CH2:56][CH3:57])=[CH:52][CH:51]=3)[C:46]([Cl:58])=[CH:45][C:44]=2[O:59]C)[C@H:9]([O:10][CH2:11][C:12]2[CH:17]=[CH:16][CH:15]=[CH:14][CH:13]=2)[C@@H:8]([O:18][CH2:19][C:20]2[CH:25]=[CH:24][CH:23]=[CH:22][CH:21]=2)[C@H:7]([O:26][CH2:27][C:28]2[CH:33]=[CH:32][CH:31]=[CH:30][CH:29]=2)[C@@H:6]([CH2:34][O:35][CH2:36][C:37]2[CH:42]=[CH:41][CH:40]=[CH:39][CH:38]=2)[O:5]1)[CH:2]=[CH2:3]. The catalyst is O. The product is [CH2:1]([C@:4]1([C:43]2[CH:48]=[C:47]([CH2:49][C:50]3[CH:51]=[CH:52][C:53]([CH2:56][CH3:57])=[CH:54][CH:55]=3)[C:46]([Cl:58])=[CH:45][C:44]=2[OH:59])[C@H:9]([O:10][CH2:11][C:12]2[CH:17]=[CH:16][CH:15]=[CH:14][CH:13]=2)[C@@H:8]([O:18][CH2:19][C:20]2[CH:21]=[CH:22][CH:23]=[CH:24][CH:25]=2)[C@H:7]([O:26][CH2:27][C:28]2[CH:33]=[CH:32][CH:31]=[CH:30][CH:29]=2)[C@@H:6]([CH2:34][O:35][CH2:36][C:37]2[CH:38]=[CH:39][CH:40]=[CH:41][CH:42]=2)[O:5]1)[CH:2]=[CH2:3]. The yield is 0.980. (2) The reactants are [F:1][C:2]([F:14])([F:13])[O:3][C:4]1[CH:9]=[CH:8][C:7]([C:10](=[O:12])[CH3:11])=[CH:6][CH:5]=1.[C:15](OCC)(=[O:21])[C:16]([O:18][CH2:19][CH3:20])=[O:17].[Na]. The catalyst is C(O)C. The product is [CH2:19]([O:18][C:16](=[O:17])/[C:15](/[OH:21])=[CH:11]/[C:10](=[O:12])[C:7]1[CH:6]=[CH:5][C:4]([O:3][C:2]([F:13])([F:14])[F:1])=[CH:9][CH:8]=1)[CH3:20]. The yield is 0.990. (3) The catalyst is CCCCCCC.CCOC(C)=O. The product is [Cl:1][C:2]1[CH:12]=[CH:11][C:5]2[N:6]([CH2:22][CH2:21][CH2:20][Cl:19])[C:7](=[O:10])[CH2:8][O:9][C:4]=2[CH:3]=1. The reactants are [Cl:1][C:2]1[CH:12]=[CH:11][C:5]2[NH:6][C:7](=[O:10])[CH2:8][O:9][C:4]=2[CH:3]=1.C([O-])([O-])=O.[Cs+].[Cs+].[Cl:19][CH2:20][CH2:21][CH2:22]I. The yield is 0.790. (4) The reactants are [CH2:1]([OH:5])[CH2:2][CH2:3][CH3:4].[C:6]1([CH:12]([C:18]2[CH:23]=[CH:22][CH:21]=[CH:20][CH:19]=2)[C:13]([N:15]=[C:16]=[O:17])=[O:14])[CH:11]=[CH:10][CH:9]=[CH:8][CH:7]=1. The catalyst is ClCCl. The product is [CH2:1]([O:5][C:16](=[O:17])[NH:15][C:13](=[O:14])[CH:12]([C:6]1[CH:11]=[CH:10][CH:9]=[CH:8][CH:7]=1)[C:18]1[CH:23]=[CH:22][CH:21]=[CH:20][CH:19]=1)[CH2:2][CH2:3][CH3:4]. The yield is 0.830. (5) The reactants are [Cl:1][C:2]1[CH:7]=[CH:6][C:5]([C:8]2[CH:13]=[CH:12][CH:11]=[CH:10][C:9]=2[C@H:14]([N:30]([CH3:32])[CH3:31])[CH:15]2[CH2:20][CH2:19][N:18]([C:21]3[CH:29]=[CH:28][C:24]([C:25]([O-])=[O:26])=[CH:23][CH:22]=3)[CH2:17][CH2:16]2)=[CH:4][CH:3]=1.[Li].C(Cl)CCl.CCN(C(C)C)C(C)C.[O:47]1[CH2:52][CH2:51][N:50]([CH2:53][CH2:54][C@@H:55]([NH:64][C:65]2[CH:70]=[CH:69][C:68]([S:71]([NH2:74])(=[O:73])=[O:72])=[CH:67][C:66]=2[S:75]([C:78]([F:81])([F:80])[F:79])(=[O:77])=[O:76])[CH2:56][S:57][C:58]2[CH:63]=[CH:62][CH:61]=[CH:60][CH:59]=2)[CH2:49][CH2:48]1.Cl. The catalyst is CN(C1C=CN=CC=1)C.C(Cl)Cl.CO.C(OCC)C. The product is [ClH:1].[Cl:1][C:2]1[CH:3]=[CH:4][C:5]([C:8]2[CH:13]=[CH:12][CH:11]=[CH:10][C:9]=2[C@H:14]([N:30]([CH3:32])[CH3:31])[CH:15]2[CH2:20][CH2:19][N:18]([C:21]3[CH:22]=[CH:23][C:24]([C:25]([NH:74][S:71]([C:68]4[CH:69]=[CH:70][C:65]([NH:64][C@H:55]([CH2:54][CH2:53][N:50]5[CH2:51][CH2:52][O:47][CH2:48][CH2:49]5)[CH2:56][S:57][C:58]5[CH:59]=[CH:60][CH:61]=[CH:62][CH:63]=5)=[C:66]([S:75]([C:78]([F:81])([F:79])[F:80])(=[O:77])=[O:76])[CH:67]=4)(=[O:72])=[O:73])=[O:26])=[CH:28][CH:29]=3)[CH2:17][CH2:16]2)=[CH:6][CH:7]=1. The yield is 0.350.